Dataset: Catalyst prediction with 721,799 reactions and 888 catalyst types from USPTO. Task: Predict which catalyst facilitates the given reaction. Reactant: [CH3:1][O:2][C:3](=[O:21])[C:4]1[CH:9]=[CH:8][C:7]([NH:10][CH2:11][CH:12]2[CH2:17][CH2:16][CH2:15][CH2:14][CH2:13]2)=[C:6]([N+:18]([O-])=O)[CH:5]=1. Product: [CH3:1][O:2][C:3](=[O:21])[C:4]1[CH:9]=[CH:8][C:7]([NH:10][CH2:11][CH:12]2[CH2:13][CH2:14][CH2:15][CH2:16][CH2:17]2)=[C:6]([NH2:18])[CH:5]=1. The catalyst class is: 407.